Dataset: Forward reaction prediction with 1.9M reactions from USPTO patents (1976-2016). Task: Predict the product of the given reaction. (1) Given the reactants [C:1]([O:5][C:6]([N:8]1[CH2:13][CH2:12][NH:11][C@H:10]([CH2:14][C:15]2[CH:20]=[CH:19][CH:18]=[CH:17][CH:16]=2)[CH2:9]1)=[O:7])([CH3:4])([CH3:3])[CH3:2].[C:21]([C:23]1[CH:28]=[CH:27][CH:26]=[CH:25][C:24]=1[S:29][C:30]1[CH:38]=[CH:37][CH:36]=[CH:35][C:31]=1[C:32](O)=[O:33])#[N:22], predict the reaction product. The product is: [CH2:14]([C@H:10]1[N:11]([C:32](=[O:33])[C:31]2[CH:35]=[CH:36][CH:37]=[CH:38][C:30]=2[S:29][C:24]2[CH:25]=[CH:26][CH:27]=[CH:28][C:23]=2[C:21]#[N:22])[CH2:12][CH2:13][N:8]([C:6]([O:5][C:1]([CH3:4])([CH3:2])[CH3:3])=[O:7])[CH2:9]1)[C:15]1[CH:16]=[CH:17][CH:18]=[CH:19][CH:20]=1. (2) Given the reactants Cl[C:2]1[N:7]=[C:6]([NH:8][CH:9]2[CH2:11][CH2:10]2)[N:5]=[C:4]([C:12]2[CH:13]=[C:14]([O:18][CH3:19])[CH:15]=[N:16][CH:17]=2)[C:3]=1[C:20]#[N:21].[SH:22][CH2:23][C:24]([NH2:26])=[O:25].C(=O)([O-])[O-].[Na+].[Na+].[O-]CC.[Na+], predict the reaction product. The product is: [NH2:21][C:20]1[C:3]2[C:4]([C:12]3[CH:13]=[C:14]([O:18][CH3:19])[CH:15]=[N:16][CH:17]=3)=[N:5][C:6]([NH:8][CH:9]3[CH2:11][CH2:10]3)=[N:7][C:2]=2[S:22][C:23]=1[C:24]([NH2:26])=[O:25].